Dataset: Catalyst prediction with 721,799 reactions and 888 catalyst types from USPTO. Task: Predict which catalyst facilitates the given reaction. (1) Reactant: Cl.[C:2]([C:5]1[CH:10]=[CH:9][C:8]([NH:11][C:12](=[S:15])[NH:13][NH2:14])=[CH:7][CH:6]=1)([OH:4])=[O:3].[Cl:16][C:17]1[C:18]([OH:26])=[C:19]([CH:22]=[C:23]([Cl:25])[CH:24]=1)[CH:20]=O.O. Product: [C:2]([C:5]1[CH:6]=[CH:7][C:8]([NH:11][C:12](=[S:15])[NH:13][N:14]=[CH:20][C:19]2[CH:22]=[C:23]([Cl:25])[CH:24]=[C:17]([Cl:16])[C:18]=2[OH:26])=[CH:9][CH:10]=1)([OH:4])=[O:3]. The catalyst class is: 9. (2) Reactant: [N:1]1[CH:6]=[CH:5][CH:4]=[C:3]([C:7]2[CH:8]=[C:9]3[C:15]([C:16]4[N:21]=[C:20]([N:22]5[CH2:27][CH2:26][CH2:25][C@H:24]([NH:28]C(=O)OC(C)(C)C)[CH2:23]5)[C:19]([CH:36]=[CH2:37])=[CH:18][CH:17]=4)=[N:14][N:13](COCC[Si](C)(C)C)[C:10]3=[CH:11][N:12]=2)[CH:2]=1.FC(F)(F)S(O)(=O)=O.C([SiH](CC)CC)C. Product: [N:1]1[CH:6]=[CH:5][CH:4]=[C:3]([C:7]2[CH:8]=[C:9]3[C:15]([C:16]4[N:21]=[C:20]([N:22]5[CH2:27][CH2:26][CH2:25][C@H:24]([NH2:28])[CH2:23]5)[C:19]([CH:36]=[CH2:37])=[CH:18][CH:17]=4)=[N:14][NH:13][C:10]3=[CH:11][N:12]=2)[CH:2]=1. The catalyst class is: 617. (3) Reactant: C(OC(=O)NC1([C@H](N[C:19]2[CH:24]=[N:23][C:22]([C:25](=[O:27])[NH2:26])=[C:21]([NH:28][C:29]3[CH:34]=[CH:33][CH:32]=[C:31]([C:35]4[N:40]=[CH:39][CH:38]=[CH:37][N:36]=4)[CH:30]=3)[N:20]=2)C2CC2)CC1)C1C=CC=CC=1.B(Br)(Br)Br. Product: [N:36]1[CH:37]=[CH:38][CH:39]=[N:40][C:35]=1[C:31]1[CH:30]=[C:29]([NH:28][C:21]2[C:22]([C:25]([NH2:26])=[O:27])=[N:23][CH:24]=[CH:19][N:20]=2)[CH:34]=[CH:33][CH:32]=1. The catalyst class is: 2. (4) Reactant: [Cl:1][C:2]1[CH:3]=[C:4]2C(=[CH:10][CH:11]=1)NC(=O)[C:6]([OH:13])=[C:5]2[C:14]([O:16][CH2:17][CH3:18])=[O:15].O[C:20]1C(=O)N(C)C2C(C=1C(OCC)=O)=CC=CC=2.C([O-])([O-])=O.[Cs+].[Cs+].IC.[CH3:45][N:46]([CH:48]=[O:49])[CH3:47]. Product: [Cl:1][C:2]1[CH:3]=[C:4]2[C:45](=[CH:10][CH:11]=1)[N:46]([CH3:47])[C:48](=[O:49])[C:6]([O:13][CH3:20])=[C:5]2[C:14]([O:16][CH2:17][CH3:18])=[O:15]. The catalyst class is: 2. (5) The catalyst class is: 3. Reactant: [Br:1][C:2]1[S:6][C:5]([C:7]([OH:9])=O)=[CH:4][CH:3]=1.C1C=CC2N(O)N=NC=2C=1.C(Cl)CCl.[CH3:24][O:25][C:26]1[CH:27]=[C:28]([CH:31]=[CH:32][CH:33]=1)[CH2:29][NH2:30]. Product: [Br:1][C:2]1[S:6][C:5]([C:7]([NH:30][CH2:29][C:28]2[CH:31]=[CH:32][CH:33]=[C:26]([O:25][CH3:24])[CH:27]=2)=[O:9])=[CH:4][CH:3]=1. (6) Reactant: C([C@H]1COC(=O)N1[C:14](=[O:37])[C@H:15]([CH2:24][C:25]1[CH:30]=[CH:29][C:28]([C:31]2[CH:36]=[CH:35][CH:34]=[CH:33][CH:32]=2)=[CH:27][CH:26]=1)[CH2:16][C:17]([O:19][C:20]([CH3:23])([CH3:22])[CH3:21])=[O:18])C1C=CC=CC=1.C1COCC1.OO.[Li+].[OH-:46]. Product: [C:28]1([C:31]2[CH:32]=[CH:33][CH:34]=[CH:35][CH:36]=2)[CH:29]=[CH:30][C:25]([CH2:24][C@H:15]([CH2:16][C:17]([O:19][C:20]([CH3:23])([CH3:22])[CH3:21])=[O:18])[C:14]([OH:37])=[O:46])=[CH:26][CH:27]=1. The catalyst class is: 6. (7) Product: [Cl:8][C:5]1[CH:6]=[CH:7][C:2]([NH:1][C:24]([C:23]2[CH:22]=[CH:21][C:29]([C:31]#[N:30])=[CH:28][CH:27]=2)=[O:25])=[C:3]([C:9](=[O:10])[NH:11][C:12]2[CH:17]=[CH:16][C:15]([Cl:18])=[CH:14][N:13]=2)[CH:4]=1. The catalyst class is: 4. Reactant: [NH2:1][C:2]1[CH:7]=[CH:6][C:5]([Cl:8])=[CH:4][C:3]=1[C:9]([NH:11][C:12]1[CH:17]=[CH:16][C:15]([Cl:18])=[CH:14][N:13]=1)=[O:10].C([C:21]1[CH:22]=[C:23]([CH:27]=[CH:28][CH:29]=1)[C:24](Cl)=[O:25])#N.[N:30]1C=CC=C[CH:31]=1. (8) Reactant: OS(O)(=O)=O.[C:6]([C:10]1[CH:16]=[CH:15][C:14]([N+:17]([O-:19])=[O:18])=[CH:13][C:11]=1N)([CH3:9])([CH3:8])[CH3:7].NC1C=CC=CC=1.N([O-])=[O:28].[Na+].NC(N)=O. Product: [C:6]([C:10]1[CH:16]=[CH:15][C:14]([N+:17]([O-:19])=[O:18])=[CH:13][C:11]=1[OH:28])([CH3:9])([CH3:8])[CH3:7]. The catalyst class is: 238.